From a dataset of Peptide-MHC class I binding affinity with 185,985 pairs from IEDB/IMGT. Regression. Given a peptide amino acid sequence and an MHC pseudo amino acid sequence, predict their binding affinity value. This is MHC class I binding data. (1) The peptide sequence is DNPIYATA. The MHC is H-2-Db with pseudo-sequence H-2-Db. The binding affinity (normalized) is 0. (2) The peptide sequence is VTRQIHNPR. The MHC is HLA-A26:01 with pseudo-sequence HLA-A26:01. The binding affinity (normalized) is 0.0847. (3) The MHC is H-2-Db with pseudo-sequence H-2-Db. The peptide sequence is PTMPYWCPM. The binding affinity (normalized) is 0.00610. (4) The peptide sequence is RQFPTQFEF. The MHC is Mamu-B52 with pseudo-sequence Mamu-B52. The binding affinity (normalized) is 0.599.